This data is from Forward reaction prediction with 1.9M reactions from USPTO patents (1976-2016). The task is: Predict the product of the given reaction. (1) Given the reactants [CH3:1][NH:2][C:3](=[O:28])[C:4]1[CH:9]=[C:8]([Br:10])[C:7]([CH2:11][NH:12][S:13]([C:16]2[CH:21]=[CH:20][C:19]([N+:22]([O-:24])=[O:23])=[CH:18][CH:17]=2)(=[O:15])=[O:14])=[CH:6][C:5]=1[O:25][CH2:26][CH3:27].Br[CH2:30][C:31]([C:33]1[CH:38]=[C:37]([C:39]([CH3:42])([CH3:41])[CH3:40])[C:36]([OH:43])=[C:35]([C:44]([CH3:47])([CH3:46])[CH3:45])[CH:34]=1)=[O:32].C(=O)([O-])[O-].[Cs+].[Cs+], predict the reaction product. The product is: [CH3:1][NH:2][C:3](=[O:28])[C:4]1[CH:9]=[C:8]([Br:10])[C:7]([CH2:11][N:12]([CH2:30][C:31]([C:33]2[CH:38]=[C:37]([C:39]([CH3:41])([CH3:40])[CH3:42])[C:36]([OH:43])=[C:35]([C:44]([CH3:47])([CH3:46])[CH3:45])[CH:34]=2)=[O:32])[S:13]([C:16]2[CH:17]=[CH:18][C:19]([N+:22]([O-:24])=[O:23])=[CH:20][CH:21]=2)(=[O:15])=[O:14])=[CH:6][C:5]=1[O:25][CH2:26][CH3:27]. (2) Given the reactants C1(C2OC(C(F)(F)F)=C(C(NC3C=CC(N4CCC(C(O)=O)CC4)=CC=3)=O)N=2)C=CC=CC=1.C([O:36][C:37]([CH:39]1[CH2:44][CH2:43][N:42]([C:45]2[CH:50]=[CH:49][C:48]([NH:51][C:52]([C:54]3[N:55]=[C:56]([C:63]4[CH:68]=[CH:67][CH:66]=[CH:65][C:64]=4[O:69][C:70]([F:73])([F:72])[F:71])[O:57][C:58]=3[C:59]([F:62])([F:61])[F:60])=[O:53])=[CH:47][N:46]=2)[CH2:41][CH2:40]1)=[O:38])C.[OH-].[Na+], predict the reaction product. The product is: [F:73][C:70]([F:71])([F:72])[O:69][C:64]1[CH:65]=[CH:66][CH:67]=[CH:68][C:63]=1[C:56]1[O:57][C:58]([C:59]([F:60])([F:61])[F:62])=[C:54]([C:52]([NH:51][C:48]2[CH:49]=[CH:50][C:45]([N:42]3[CH2:43][CH2:44][CH:39]([C:37]([OH:38])=[O:36])[CH2:40][CH2:41]3)=[N:46][CH:47]=2)=[O:53])[N:55]=1. (3) Given the reactants Cl.C(CCP(CCC(O)=O)CCC(O)=O)(O)=O.[CH3:18][N:19]1[C:23]2[CH:24]=[C:25]([S:28][S:28][C:25]3[CH:26]=[CH:27][C:22]4[N:21]=[C:20]([C:44]([F:46])([F:47])[F:45])[N:19]([CH3:18])[C:23]=4[CH:24]=3)[CH:26]=[CH:27][C:22]=2[N:21]=[C:20]1[C:44]([F:47])([F:46])[F:45], predict the reaction product. The product is: [CH3:18][N:19]1[C:23]2[CH:24]=[C:25]([SH:28])[CH:26]=[CH:27][C:22]=2[N:21]=[C:20]1[C:44]([F:46])([F:45])[F:47]. (4) Given the reactants [OH:1][C@H:2]([CH2:26][OH:27])[CH2:3][NH:4][C:5]1[CH:14]=[C:13]2[C:8]([CH:9]=[C:10]([C:16]3[CH:21]=[CH:20][CH:19]=[CH:18][C:17]=3[C:22]([F:25])([F:24])[F:23])[NH:11][C:12]2=[O:15])=[CH:7][CH:6]=1.[CH3:28][O-:29].[Na+].CO, predict the reaction product. The product is: [OH:27][CH2:26][C@H:2]1[O:1][C:28](=[O:29])[N:4]([C:5]2[CH:14]=[C:13]3[C:8]([CH:9]=[C:10]([C:16]4[CH:21]=[CH:20][CH:19]=[CH:18][C:17]=4[C:22]([F:25])([F:23])[F:24])[NH:11][C:12]3=[O:15])=[CH:7][CH:6]=2)[CH2:3]1. (5) Given the reactants [CH2:1]([S:4][C:5]1[N:13]=[C:12]2[C:8]([N:9]=[CH:10][N:11]2[C@@H:14]2[O:26][C@H:25]([CH2:27][O:28]C(=O)C)[C@@H:20]([O:21]C(=O)C)[C@H:15]2[O:16]C(=O)C)=[C:7](Cl)[N:6]=1)[CH2:2][CH3:3].[S:33]1[CH:37]=[CH:36][CH:35]=[C:34]1[CH2:38][CH2:39][NH2:40], predict the reaction product. The product is: [CH2:1]([S:4][C:5]1[N:13]=[C:12]2[C:8]([N:9]=[CH:10][N:11]2[C@@H:14]2[O:26][C@H:25]([CH2:27][OH:28])[C@@H:20]([OH:21])[C@H:15]2[OH:16])=[C:7]([NH:40][CH2:39][CH2:38][C:34]2[S:33][CH:37]=[CH:36][CH:35]=2)[N:6]=1)[CH2:2][CH3:3]. (6) Given the reactants CC([Si](C1C=CC=CC=1)(C1C=CC=CC=1)[O:6][CH2:7][C@@H:8]1[CH2:14][C@H:13]2[C@H:11]([CH2:12]2)[CH2:10][N:9]1[C:15]([O:17][CH2:18][C:19]1[CH:24]=[CH:23][CH:22]=[CH:21][CH:20]=1)=[O:16])(C)C.C1C=CN=CC=1.F.O.CCOC(C)=O, predict the reaction product. The product is: [OH:6][CH2:7][C@@H:8]1[CH2:14][C@H:13]2[C@H:11]([CH2:12]2)[CH2:10][N:9]1[C:15]([O:17][CH2:18][C:19]1[CH:20]=[CH:21][CH:22]=[CH:23][CH:24]=1)=[O:16].